From a dataset of Forward reaction prediction with 1.9M reactions from USPTO patents (1976-2016). Predict the product of the given reaction. (1) Given the reactants [CH2:1]([C@H:8]([CH2:12][C:13]([O:15]C(C)(C)C)=[O:14])[C:9]([OH:11])=O)[C:2]1[CH:7]=[CH:6][CH:5]=[CH:4][CH:3]=1.[CH3:20][N:21]1[CH:26]=[C:25]([C:27]2[CH:32]=[CH:31][CH:30]=[CH:29][C:28]=2[C:33]2[N:34]=[C:35]([NH:38][CH3:39])[S:36][CH:37]=2)[CH:24]=[CH:23][C:22]1=[O:40].BrC1C=CC(=O)N(C)C=1, predict the reaction product. The product is: [CH2:1]([C@@H:8]([C:9]([N:38]([CH3:39])[C:35]1[S:36][CH:37]=[C:33]([C:28]2[CH:29]=[CH:30][CH:31]=[CH:32][C:27]=2[C:25]2[CH:24]=[CH:23][C:22](=[O:40])[N:21]([CH3:20])[CH:26]=2)[N:34]=1)=[O:11])[CH2:12][C:13]([OH:15])=[O:14])[C:2]1[CH:3]=[CH:4][CH:5]=[CH:6][CH:7]=1. (2) Given the reactants [Cl:1][C:2]1[CH:22]=[CH:21][C:5]([O:6][CH:7]([CH2:13][C:14]2[CH:19]=[CH:18][C:17]([OH:20])=[CH:16][CH:15]=2)[C:8]([O:10][CH2:11][CH3:12])=[O:9])=[CH:4][CH:3]=1.O[CH2:24][CH2:25][NH:26][C:27](=[O:33])[O:28][C:29]([CH3:32])([CH3:31])[CH3:30].C1(P(C2C=CC=CC=2)C2C=CC=CC=2)C=CC=CC=1.CCOC(/N=N/C(OCC)=O)=O, predict the reaction product. The product is: [C:29]([O:28][C:27]([NH:26][CH2:25][CH2:24][O:20][C:17]1[CH:16]=[CH:15][C:14]([CH2:13][CH:7]([O:6][C:5]2[CH:21]=[CH:22][C:2]([Cl:1])=[CH:3][CH:4]=2)[C:8]([O:10][CH2:11][CH3:12])=[O:9])=[CH:19][CH:18]=1)=[O:33])([CH3:32])([CH3:31])[CH3:30].